From a dataset of Full USPTO retrosynthesis dataset with 1.9M reactions from patents (1976-2016). Predict the reactants needed to synthesize the given product. (1) Given the product [NH2:25][C:26]1[C:27]([C:32]([NH:15][CH2:14][CH:13]2[CH2:12][CH2:11][CH2:10]2)=[O:34])=[N:28][CH:29]=[CH:30][CH:31]=1, predict the reactants needed to synthesize it. The reactants are: CN(C(ON1N=N[C:11]2[CH:12]=[CH:13][CH:14]=[N:15][C:10]1=2)=[N+](C)C)C.F[P-](F)(F)(F)(F)F.[NH2:25][C:26]1[C:27]([C:32]([OH:34])=O)=[N:28][CH:29]=[CH:30][CH:31]=1.C1(CN)CCC1.CCN(C(C)C)C(C)C. (2) Given the product [Cl:8][C:9]1[CH:17]=[C:16]([Cl:18])[CH:15]=[CH:14][C:10]=1[C:11]([NH:19][C:20]1[CH:21]=[C:22]2[C:26](=[CH:27][CH:28]=1)[C:25](=[O:29])[N:24]([CH:30]1[CH2:35][CH2:34][CH2:33][CH2:32][CH2:31]1)[CH2:23]2)=[O:12], predict the reactants needed to synthesize it. The reactants are: CN1CCOCC1.[Cl:8][C:9]1[CH:17]=[C:16]([Cl:18])[CH:15]=[CH:14][C:10]=1[C:11](Cl)=[O:12].[NH2:19][C:20]1[CH:21]=[C:22]2[C:26](=[CH:27][CH:28]=1)[C:25](=[O:29])[N:24]([CH:30]1[CH2:35][CH2:34][CH2:33][CH2:32][CH2:31]1)[CH2:23]2. (3) Given the product [C:7]1([C:6]2[O:16][N:15]=[C:18]([C:19]([O:21][CH3:22])=[O:20])[C:5]=2[CH2:4][CH2:3][C:2]([F:13])([F:14])[F:1])[CH:12]=[CH:11][CH:10]=[CH:9][CH:8]=1, predict the reactants needed to synthesize it. The reactants are: [F:1][C:2]([F:14])([F:13])[CH2:3][CH2:4][C:5]#[C:6][C:7]1[CH:12]=[CH:11][CH:10]=[CH:9][CH:8]=1.[N+:15]([CH:18](C(OCC)=O)[C:19]([O:21][CH2:22]C)=[O:20])([O-])=[O:16].F[P-](F)(F)(F)(F)F.C([N+]1C=CN(C)C=1)CCC. (4) Given the product [Cl:15][C:12]1[CH:11]=[CH:10][C:9]([CH2:8][CH:3]([NH:2][C:23]([O:25][CH2:26][CH3:27])=[O:24])[C:4]([O:6][CH3:7])=[O:5])=[CH:14][CH:13]=1, predict the reactants needed to synthesize it. The reactants are: Cl.[NH2:2][CH:3]([CH2:8][C:9]1[CH:14]=[CH:13][C:12]([Cl:15])=[CH:11][CH:10]=1)[C:4]([O:6][CH3:7])=[O:5].N1C=CC=CC=1.Cl[C:23]([O:25][CH2:26][CH3:27])=[O:24]. (5) Given the product [CH2:23]([N:12]1[CH2:13][CH2:14][C:9]([C:5]2[CH:6]=[CH:7][CH:8]=[C:3]([O:2][CH3:1])[CH:4]=2)([C:15]#[N:16])[CH2:10][CH2:11]1)[C:24]1[CH:29]=[CH:28][CH:27]=[CH:26][CH:25]=1, predict the reactants needed to synthesize it. The reactants are: [CH3:1][O:2][C:3]1[CH:4]=[C:5]([C:9]2([C:15]#[N:16])[CH2:14][CH2:13][NH:12][CH2:11][CH2:10]2)[CH:6]=[CH:7][CH:8]=1.C(=O)([O-])[O-].[K+].[K+].[CH2:23](Br)[C:24]1[CH:29]=[CH:28][CH:27]=[CH:26][CH:25]=1.O. (6) Given the product [CH3:1][O:2][C:3](=[O:26])[C:4]1[CH:5]=[C:6]([O:18][CH2:19][C:20]2[CH:25]=[CH:24][CH:23]=[CH:22][CH:21]=2)[CH:7]=[C:8]([C:4]2[CH:9]=[CH:8][C:7]3[O:28][CH2:27][O:30][C:6]=3[CH:5]=2)[CH:9]=1, predict the reactants needed to synthesize it. The reactants are: [CH3:1][O:2][C:3](=[O:26])[C:4]1[CH:9]=[C:8](OS(C(F)(F)F)(=O)=O)[CH:7]=[C:6]([O:18][CH2:19][C:20]2[CH:25]=[CH:24][CH:23]=[CH:22][CH:21]=2)[CH:5]=1.[C:27](=[O:30])([O-])[O-:28].[Na+].[Na+]. (7) Given the product [C:1]([NH:4][C@@H:5]([CH2:10][O:11][CH2:12][C:13]#[CH:14])[C:6]([OH:8])=[O:7])(=[O:3])[CH3:2], predict the reactants needed to synthesize it. The reactants are: [C:1]([NH:4][C@@H:5]([CH2:10][O:11][CH2:12][C:13]#[CH:14])[C:6]([O:8]C)=[O:7])(=[O:3])[CH3:2].[Li+].[OH-].